This data is from Reaction yield outcomes from USPTO patents with 853,638 reactions. The task is: Predict the reaction yield, written as a fraction of the theoretical maximum amount of product (1.0 means a 100% yield; for example, 0.34 means a 34% yield). (1) The reactants are Br[CH:2]([C:14]1[CH:19]=[CH:18][CH:17]=[CH:16][CH:15]=1)[C:3]([O:5][C@H:6]([C:8]1[CH:13]=[CH:12][CH:11]=[CH:10][CH:9]=1)[CH3:7])=[O:4].C(N(CC)CC)C.[C:27]1([C:33]2([OH:39])[CH2:38][CH2:37][NH:36][CH2:35][CH2:34]2)[CH:32]=[CH:31][CH:30]=[CH:29][CH:28]=1. The catalyst is C1COCC1.[I-].C([N+](CCCC)(CCCC)CCCC)CCC.C(OCC)(=O)C. The product is [OH:39][C:33]1([C:27]2[CH:32]=[CH:31][CH:30]=[CH:29][CH:28]=2)[CH2:38][CH2:37][N:36]([C@H:2]([C:14]2[CH:19]=[CH:18][CH:17]=[CH:16][CH:15]=2)[C:3]([O:5][C@H:6]([C:8]2[CH:13]=[CH:12][CH:11]=[CH:10][CH:9]=2)[CH3:7])=[O:4])[CH2:35][CH2:34]1. The yield is 0.270. (2) The reactants are C[O:2][C:3]([C:5]1[C:6]([C:14]2[CH:19]=[CH:18][CH:17]=[CH:16][C:15]=2[N+:20]([O-:22])=[O:21])=[CH:7][CH:8]=[C:9]([C:11](=[S:13])[NH2:12])[CH:10]=1)=[O:4].[F:23][C:24]([F:36])([F:35])[C:25]1[CH:34]=[CH:33][C:28]([C:29](=O)[CH2:30]Br)=[CH:27][CH:26]=1. No catalyst specified. The product is [N+:20]([C:15]1[CH:16]=[CH:17][CH:18]=[CH:19][C:14]=1[C:6]1[C:5]([C:3]([OH:2])=[O:4])=[CH:10][C:9]([C:11]2[S:13][CH:30]=[C:29]([C:28]3[CH:33]=[CH:34][C:25]([C:24]([F:23])([F:35])[F:36])=[CH:26][CH:27]=3)[N:12]=2)=[CH:8][CH:7]=1)([O-:22])=[O:21]. The yield is 0.400. (3) The reactants are C[O:2][C:3]([C:5]1[CH:14]=[CH:13][C:12]2[C:7](=[CH:8][CH:9]=[C:10]([O:15][CH2:16][C:17]3[CH:22]=[CH:21][CH:20]=[CH:19][CH:18]=3)[CH:11]=2)[CH:6]=1)=O.[CH2:23]([Mg]Br)[CH3:24].[CH2:27]1COC[CH2:28]1. No catalyst specified. The product is [CH2:16]([O:15][C:10]1[CH:11]=[C:12]2[C:7](=[CH:8][CH:9]=1)[CH:6]=[C:5]([C:3]([OH:2])([CH2:23][CH3:24])[CH2:27][CH3:28])[CH:14]=[CH:13]2)[C:17]1[CH:18]=[CH:19][CH:20]=[CH:21][CH:22]=1. The yield is 0.950. (4) The reactants are [O:1]1[CH:5]=[CH:4][CH:3]=[C:2]1[CH2:6][CH2:7][NH:8][C:9](=O)[CH3:10].O=P12OP3(OP(OP(O3)(O1)=O)(=O)O2)=O. No catalyst specified. The product is [CH3:10][C:9]1[C:3]2[CH:4]=[CH:5][O:1][C:2]=2[CH2:6][CH2:7][N:8]=1. The yield is 0.940.